From a dataset of Full USPTO retrosynthesis dataset with 1.9M reactions from patents (1976-2016). Predict the reactants needed to synthesize the given product. Given the product [Cl:18][C:13]1[CH:14]=[CH:15][CH:16]=[CH:17][C:12]=1[CH2:11][N:8]1[C:6]2[N:7]=[C:2]([O:29][CH2:28][C:27]([F:31])([F:30])[F:26])[N:3]=[C:4]([N:19]3[CH2:23][CH2:22][C:21]([F:25])([F:24])[CH2:20]3)[C:5]=2[N:10]=[N:9]1, predict the reactants needed to synthesize it. The reactants are: Cl[C:2]1[N:3]=[C:4]([N:19]2[CH2:23][CH2:22][C:21]([F:25])([F:24])[CH2:20]2)[C:5]2[N:10]=[N:9][N:8]([CH2:11][C:12]3[CH:17]=[CH:16][CH:15]=[CH:14][C:13]=3[Cl:18])[C:6]=2[N:7]=1.[F:26][C:27]([F:31])([F:30])[CH2:28][OH:29].[H-].[Na+].C(O)=O.